Dataset: Reaction yield outcomes from USPTO patents with 853,638 reactions. Task: Predict the reaction yield, written as a fraction of the theoretical maximum amount of product (1.0 means a 100% yield; for example, 0.34 means a 34% yield). (1) No catalyst specified. The yield is 0.790. The reactants are C(O[C:5](=[O:7])[CH3:6])(=O)C.[Cl:8][C:9]1[CH:10]=[C:11]([NH2:16])[CH:12]=[C:13]([CH3:15])[CH:14]=1. The product is [Cl:8][C:9]1[CH:10]=[C:11]([NH:16][C:5](=[O:7])[CH3:6])[CH:12]=[C:13]([CH3:15])[CH:14]=1. (2) The reactants are Br[C:2]1[C:7]2[CH2:8][N:9]([C:13]([O:15][C:16]([CH3:19])([CH3:18])[CH3:17])=[O:14])[CH2:10][CH2:11][O:12][C:6]=2[CH:5]=[CH:4][CH:3]=1.[NH:20]1[CH2:25][CH2:24][O:23][CH2:22][CH2:21]1.CC(C)([O-])C.[Na+].O1CCOCC1. The catalyst is C1C=CC(/C=C/C(/C=C/C2C=CC=CC=2)=O)=CC=1.C1C=CC(/C=C/C(/C=C/C2C=CC=CC=2)=O)=CC=1.C1C=CC(/C=C/C(/C=C/C2C=CC=CC=2)=O)=CC=1.[Pd].[Pd].CC(C1C=C(C(C)C)C(C2C=CC=CC=2P(C2CCCCC2)C2CCCCC2)=C(C(C)C)C=1)C.O. The product is [N:20]1([C:2]2[C:7]3[CH2:8][N:9]([C:13]([O:15][C:16]([CH3:19])([CH3:18])[CH3:17])=[O:14])[CH2:10][CH2:11][O:12][C:6]=3[CH:5]=[CH:4][CH:3]=2)[CH2:25][CH2:24][O:23][CH2:22][CH2:21]1. The yield is 0.784. (3) The reactants are [Si]([O:8][CH2:9][C:10]1[CH:15]=[CH:14][C:13]([C:16]2[CH:20]=[C:19]([NH:21]/[C:22](/[NH:34][CH2:35][CH:36]([CH3:38])[CH3:37])=[N:23]\[C:24](=[O:33])[C:25]3[CH:30]=[CH:29][C:28]([F:31])=[C:27]([F:32])[CH:26]=3)[NH:18][N:17]=2)=[CH:12][CH:11]=1)(C(C)(C)C)(C)C.[F-].C([N+](CCCC)(CCCC)CCCC)CCC. The catalyst is C1COCC1. The product is [F:32][C:27]1[CH:26]=[C:25]([CH:30]=[CH:29][C:28]=1[F:31])[C:24](/[N:23]=[C:22](\[NH:21][C:19]1[NH:18][N:17]=[C:16]([C:13]2[CH:14]=[CH:15][C:10]([CH2:9][OH:8])=[CH:11][CH:12]=2)[CH:20]=1)/[NH:34][CH2:35][CH:36]([CH3:38])[CH3:37])=[O:33]. The yield is 0.490. (4) The reactants are [NH2:1][C:2]1[CH:3]=[C:4]2[C:9](=[CH:10][CH:11]=1)[N:8]=[CH:7][C:6]([C:12]#[N:13])=[C:5]2[NH:14][C:15]1[CH:20]=[CH:19][C:18]([F:21])=[C:17]([Cl:22])[CH:16]=1.[N+:23]([C:26]1[CH:27]=[C:28]([CH:31]=[CH:32][CH:33]=1)[CH:29]=O)([O-:25])=[O:24].[BH3-]C#N.[Na+]. The catalyst is CCO. The product is [Cl:22][C:17]1[CH:16]=[C:15]([NH:14][C:5]2[C:4]3[C:9](=[CH:10][CH:11]=[C:2]([NH:1][CH2:29][C:28]4[CH:31]=[CH:32][CH:33]=[C:26]([N+:23]([O-:25])=[O:24])[CH:27]=4)[CH:3]=3)[N:8]=[CH:7][C:6]=2[C:12]#[N:13])[CH:20]=[CH:19][C:18]=1[F:21]. The yield is 0.640. (5) The reactants are [Br:1][CH2:2][C:3]1[C:4]([C:13]([F:16])([F:15])[F:14])=[N:5][N:6]([CH3:12])[C:7]=1[O:8][CH:9]([F:11])[F:10].[NH2:17][C:18]([NH2:20])=[S:19]. The catalyst is C(O)C. The product is [BrH:1].[F:10][CH:9]([F:11])[O:8][C:7]1[N:6]([CH3:12])[N:5]=[C:4]([C:13]([F:16])([F:15])[F:14])[C:3]=1[CH2:2][S:19][C:18](=[NH:17])[NH2:20]. The yield is 0.775.